This data is from Forward reaction prediction with 1.9M reactions from USPTO patents (1976-2016). The task is: Predict the product of the given reaction. Given the reactants [Cl:1][C:2]1[CH:3]=[C:4]([OH:9])[CH:5]=[CH:6][C:7]=1[Cl:8].F[C:11]1[CH:16]=[CH:15][CH:14]=[CH:13][C:12]=1[N+:17]([O-:19])=[O:18].[Cl:20][C:21]1[CH:22]=[C:23]([CH:32]=[CH:33][C:34]=1[Cl:35])[O:24][C:25]1[CH:31]=[CH:30][CH:29]=[CH:28][C:26]=1[NH2:27].[NH2:36][C:37]1[S:38][CH:39]=[CH:40][N:41]=1, predict the reaction product. The product is: [Cl:1][C:2]1[CH:3]=[C:4]([CH:5]=[CH:6][C:7]=1[Cl:8])[O:9][C:11]1[CH:16]=[CH:15][CH:14]=[CH:13][C:12]=1[N+:17]([O-:19])=[O:18].[Cl:20][C:21]1[CH:22]=[C:23]([CH:32]=[CH:33][C:34]=1[Cl:35])[O:24][C:25]1[CH:31]=[CH:30][CH:29]=[CH:28][C:26]=1[NH:27][C:4]([NH:36][C:37]1[S:38][CH:39]=[CH:40][N:41]=1)=[O:9].